Dataset: Reaction yield outcomes from USPTO patents with 853,638 reactions. Task: Predict the reaction yield, written as a fraction of the theoretical maximum amount of product (1.0 means a 100% yield; for example, 0.34 means a 34% yield). (1) The reactants are [Br:1][C:2]1[S:6][C:5]([C:7]2[N:11]([C:12]3[CH:17]=[CH:16][C:15]([Cl:18])=[CH:14][C:13]=3[Cl:19])[N:10]=[C:9]([C:20](Cl)=[O:21])[C:8]=2[CH3:23])=[CH:4][CH:3]=1.[CH:24]1([C:27]([NH2:29])=[O:28])[CH2:26][CH2:25]1.C[Si]([N-][Si](C)(C)C)(C)C.[Li+]. No catalyst specified. The product is [CH:24]1([C:27]([NH:29][C:20]([C:9]2[C:8]([CH3:23])=[C:7]([C:5]3[S:6][C:2]([Br:1])=[CH:3][CH:4]=3)[N:11]([C:12]3[CH:17]=[CH:16][C:15]([Cl:18])=[CH:14][C:13]=3[Cl:19])[N:10]=2)=[O:21])=[O:28])[CH2:26][CH2:25]1. The yield is 0.970. (2) The reactants are [Cl:1][C:2]1[CH:3]=[C:4]([CH:33]=[C:34]([C:36]([F:39])([F:38])[F:37])[CH:35]=1)[C:5]([N:7]([CH2:9][C@H:10]([C:26]1[CH:31]=[CH:30][C:29]([F:32])=[CH:28][CH:27]=1)[CH2:11][CH2:12][N:13]1[CH2:16][CH:15]([N:17]2[CH2:22][CH2:21][N:20]([C:23](=[O:25])[CH3:24])[CH2:19][CH2:18]2)[CH2:14]1)[CH3:8])=[O:6].[CH2:40](N(CC)CC)C.N1CC(N2CCN3C(=O)CC[C@H]3C2)C1.O. The catalyst is CO. The product is [Cl:1][C:2]1[CH:3]=[C:4]([CH:33]=[C:34]([C:36]([F:37])([F:38])[F:39])[CH:35]=1)[C:5]([N:7]([CH2:9][C@H:10]([C:26]1[CH:31]=[CH:30][C:29]([F:32])=[CH:28][CH:27]=1)[CH2:11][CH2:12][N:13]1[CH2:16][CH:15]([N:17]2[CH2:18][CH2:19][N:20]3[C:23](=[O:25])[CH2:24][CH2:40][C@H:21]3[CH2:22]2)[CH2:14]1)[CH3:8])=[O:6]. The yield is 0.300.